Predict the reaction yield, written as a fraction of the theoretical maximum amount of product (1.0 means a 100% yield; for example, 0.34 means a 34% yield). From a dataset of Reaction yield outcomes from USPTO patents with 853,638 reactions. (1) The reactants are [Cl:1][C:2]1[N:7]=[C:6](Cl)[C:5]([C:9]([O:11][CH3:12])=[O:10])=[C:4]([CH3:13])[N:3]=1.[NH2:14][C:15]1[CH:20]=[CH:19][CH:18]=[C:17]([CH3:21])[CH:16]=1.C(N(C(C)C)C(C)C)C. The catalyst is CC#N.CCOC(C)=O. The product is [Cl:1][C:2]1[N:3]=[C:4]([CH3:13])[C:5]([C:9]([O:11][CH3:12])=[O:10])=[C:6]([NH:14][C:15]2[CH:16]=[C:17]([CH3:21])[CH:18]=[CH:19][CH:20]=2)[N:7]=1. The yield is 0.970. (2) The reactants are [F:1][C:2]1[CH:10]=[CH:9][C:5]([CH:6]=[N:7][OH:8])=[CH:4][CH:3]=1.ClN1[C:16](=[O:17])[CH2:15][CH2:14][C:13]1=O.ON=C(Cl)[C:22]1[CH:27]=CC(F)=CC=1.CN(C=[O:34])C. The catalyst is O. The product is [CH2:27]([O:34][C:16]([C:15]1[C:6]([C:5]2[CH:9]=[CH:10][C:2]([F:1])=[CH:3][CH:4]=2)=[N:7][O:8][C:14]=1[CH3:13])=[O:17])[CH3:22]. The yield is 0.950. (3) The reactants are [C:1]([C:3]1[CH:8]=[CH:7][C:6]([CH:9]2[CH2:14][CH2:13][N:12](C(OC(C)(C)C)=O)[CH:11]([CH3:22])[CH2:10]2)=[CH:5][CH:4]=1)#[N:2].C(O)(C(F)(F)F)=O. The catalyst is ClCCl. The product is [CH3:22][CH:11]1[CH2:10][CH:9]([C:6]2[CH:5]=[CH:4][C:3]([C:1]#[N:2])=[CH:8][CH:7]=2)[CH2:14][CH2:13][NH:12]1. The yield is 0.930. (4) The yield is 0.270. The reactants are [F:1][C:2]([F:7])([F:6])[C:3]([OH:5])=[O:4].[CH2:8]([N:15](C)[CH2:16][C:17](=[C:19]1[CH2:24][CH2:23][N:22]([C:25]2[C:34]([O:35][CH3:36])=[C:33]3[C:28]([C:29](=[O:43])[C:30]([C:40]([OH:42])=[O:41])=[CH:31][N:32]3[CH:37]3[CH2:39][CH2:38]3)=[CH:27][C:26]=2[F:44])[CH2:21][CH2:20]1)[Cl:18])C1C=CC=CC=1.ClC(OC(Cl)C)=O. The product is [F:1][C:2]([F:7])([F:6])[C:3]([OH:5])=[O:4].[Cl:18][C:17](=[C:19]1[CH2:24][CH2:23][N:22]([C:25]2[C:34]([O:35][CH3:36])=[C:33]3[C:28]([C:29](=[O:43])[C:30]([C:40]([OH:42])=[O:41])=[CH:31][N:32]3[CH:37]3[CH2:39][CH2:38]3)=[CH:27][C:26]=2[F:44])[CH2:21][CH2:20]1)[CH2:16][NH:15][CH3:8]. The catalyst is ClCCCl. (5) The reactants are FC(F)(F)C(O)=O.[CH2:8]1[C:16]2[C:11](=[CH:12][CH:13]=[CH:14][CH:15]=2)[CH2:10][CH:9]1[NH:17][C:18]1[N:19]=[CH:20][C:21]2[CH2:27][N:26]([C:28](=[O:39])[CH2:29][CH2:30][NH:31]C(=O)OC(C)(C)C)[CH2:25][CH2:24][C:22]=2[N:23]=1. The catalyst is ClCCl. The product is [NH2:31][CH2:30][CH2:29][C:28]([N:26]1[CH2:25][CH2:24][C:22]2[N:23]=[C:18]([NH:17][CH:9]3[CH2:8][C:16]4[C:11](=[CH:12][CH:13]=[CH:14][CH:15]=4)[CH2:10]3)[N:19]=[CH:20][C:21]=2[CH2:27]1)=[O:39]. The yield is 0.980. (6) The reactants are [CH3:1][C:2]1[C:6](=[O:7])[O:5][C@@H:4]([O:8]/[CH:9]=[C:10]2\[C@H:11]3CC=C[C@H:12]3[NH:13][C:14]\2=[O:15])[CH:3]=1.C[N+]1([O-])CC[O:23]CC1.[CH3:27][C:28]([CH3:30])=[O:29].O. The catalyst is CC(O)(C)C.O=[Os](=O)(=O)=O. The product is [OH:29][CH:28]1[CH:30]([OH:23])[C@H:12]2[NH:13][C:14](=[O:15])/[C:10](=[CH:9]/[O:8][C@H:4]3[CH:3]=[C:2]([CH3:1])[C:6](=[O:7])[O:5]3)/[C@H:11]2[CH2:27]1. The yield is 0.380. (7) The reactants are [C:1]([C:5]1[CH:10]=[CH:9][C:8]([N+:11]([O-])=O)=[CH:7][C:6]=1[O:14][CH3:15])([CH3:4])([CH3:3])[CH3:2].C([O-])=O.[K+]. The catalyst is CCO.O.[Pd]. The product is [C:1]([C:5]1[CH:10]=[CH:9][C:8]([NH2:11])=[CH:7][C:6]=1[O:14][CH3:15])([CH3:4])([CH3:2])[CH3:3]. The yield is 0.720. (8) The reactants are [CH:1]1[C:13]2[CH:12]([CH2:14][O:15][C:16]([NH:18][C@H:19]3[CH2:24][CH2:23][CH2:22][CH2:21][C@@H:20]3[C:25](O)=[O:26])=[O:17])[C:11]3[C:6](=[CH:7][CH:8]=[CH:9][CH:10]=3)[C:5]=2[CH:4]=[CH:3][CH:2]=1.CCN(CC)CC.ClC(OC(C)C)=O.[BH4-].[Na+]. The catalyst is C1COCC1.O. The product is [CH:1]1[C:13]2[CH:12]([CH2:14][O:15][C:16](=[O:17])[NH:18][C@H:19]3[CH2:24][CH2:23][CH2:22][CH2:21][C@@H:20]3[CH2:25][OH:26])[C:11]3[C:6](=[CH:7][CH:8]=[CH:9][CH:10]=3)[C:5]=2[CH:4]=[CH:3][CH:2]=1. The yield is 0.780. (9) The product is [NH:50]1[C:29]2[CH:30]=[CH:31][CH:32]=[CH:33][C:28]=2[N:39]=[C:40]1[O:1][C:2]1[CH:3]=[CH:4][C:5]([O:6][CH2:7][CH2:8][N:9]2[CH2:10][CH2:11][C:12]([C:16]3[CH:17]=[CH:18][CH:19]=[CH:20][CH:21]=3)([OH:15])[CH2:13][CH2:14]2)=[CH:22][CH:23]=1. The catalyst is CC#N.C(OCC)(=O)C. The reactants are [OH:1][C:2]1[CH:23]=[CH:22][C:5]([O:6][CH2:7][CH2:8][N:9]2[CH2:14][CH2:13][C:12]([C:16]3[CH:21]=[CH:20][CH:19]=[CH:18][CH:17]=3)([OH:15])[CH2:11][CH2:10]2)=[CH:4][CH:3]=1.BrCCO[C:28]1[CH:33]=[CH:32][C:31](O)=[CH:30][CH:29]=1.OC1(C2C=CC=CC=2)C[CH2:40][NH:39]CC1.CC[N:50](C(C)C)C(C)C. The yield is 0.770. (10) The yield is 0.240. The product is [Cl:29][C:27]1[CH:26]=[CH:25][N:24]=[C:23]([Sn:9]([CH2:14][CH2:15][CH2:16][CH3:17])([CH2:18][CH2:19][CH2:20][CH3:21])[CH2:10][CH2:11][CH2:12][CH3:13])[N:28]=1. The reactants are [Li+].CC([N-]C(C)C)C.[SnH:9]([CH2:18][CH2:19][CH2:20][CH3:21])([CH2:14][CH2:15][CH2:16][CH3:17])[CH2:10][CH2:11][CH2:12][CH3:13].Cl[C:23]1[N:28]=[C:27]([Cl:29])[CH:26]=[CH:25][N:24]=1. The catalyst is C1COCC1.